Dataset: Catalyst prediction with 721,799 reactions and 888 catalyst types from USPTO. Task: Predict which catalyst facilitates the given reaction. Reactant: C([Li])CCC.Br[C:7]1[CH:12]=[C:11]([C:13]([F:16])([F:15])[F:14])[CH:10]=[CH:9][C:8]=1[O:17][CH2:18][C:19]1[CH:24]=[CH:23][CH:22]=[CH:21][CH:20]=1.[CH2:25]([S:27][C:28]1[CH:35]=[CH:34][C:31]([CH:32]=[O:33])=[CH:30][CH:29]=1)[CH3:26]. Product: [CH2:18]([O:17][C:8]1[CH:9]=[CH:10][C:11]([C:13]([F:16])([F:15])[F:14])=[CH:12][C:7]=1[CH:32]([C:31]1[CH:34]=[CH:35][C:28]([S:27][CH2:25][CH3:26])=[CH:29][CH:30]=1)[OH:33])[C:19]1[CH:24]=[CH:23][CH:22]=[CH:21][CH:20]=1. The catalyst class is: 27.